Task: Predict the product of the given reaction.. Dataset: Forward reaction prediction with 1.9M reactions from USPTO patents (1976-2016) (1) Given the reactants [O:1]=[C:2]1[C:10]2[C:5](=[CH:6][CH:7]=[CH:8][CH:9]=2)[C:4](=[O:11])[N:3]1[C:12]1[S:13][C:14]([CH3:21])=[CH:15][C:16]=1[C:17]([O:19][CH3:20])=[O:18].[Br:22]N1C(=O)CCC1=O, predict the reaction product. The product is: [Br:22][CH2:21][C:14]1[S:13][C:12]([N:3]2[C:2](=[O:1])[C:10]3[C:5](=[CH:6][CH:7]=[CH:8][CH:9]=3)[C:4]2=[O:11])=[C:16]([C:17]([O:19][CH3:20])=[O:18])[CH:15]=1. (2) The product is: [NH2:1][C:2]1[N:7]=[C:6]([NH2:8])[C:5]([O:9][CH2:29][CH2:28][CH2:27][O:26][C:19]2[C:18]3[C:23](=[CH:24][CH:25]=[C:16]([Cl:15])[CH:17]=3)[N:22]=[CH:21][CH:20]=2)=[C:4]([CH2:10][CH3:11])[N:3]=1. Given the reactants [NH2:1][C:2]1[N:7]=[C:6]([NH2:8])[C:5]([OH:9])=[C:4]([CH2:10][CH3:11])[N:3]=1.O.[OH-].[Li+].[Cl:15][C:16]1[CH:17]=[C:18]2[C:23](=[CH:24][CH:25]=1)[N:22]=[CH:21][CH:20]=[C:19]2[O:26][CH2:27][CH2:28][CH2:29]Br.ClCCl, predict the reaction product. (3) Given the reactants [CH2:1]([O:3][C:4](=[O:14])[CH2:5][CH2:6][CH:7]([C:11](=[O:13])[CH3:12])[C:8](=[O:10])[CH3:9])[CH3:2].[C:15]([O:19][CH2:20][C:21]([CH3:29])([CH2:23][O:24][C:25](=[O:28])[CH:26]=[CH2:27])[CH3:22])(=[O:18])[CH:16]=[CH2:17], predict the reaction product. The product is: [C:8]([C:7]([C:11](=[O:13])[CH3:12])([CH2:6][CH2:5][C:4]([O:3][CH2:1][CH3:2])=[O:14])[CH2:17][CH2:16][C:15]([O:19][CH2:20][C:21]([CH3:29])([CH3:22])[CH2:23][O:24][C:25](=[O:28])[CH2:26][CH2:27][C:7]([C:8](=[O:10])[CH3:9])([CH2:6][CH2:5][C:4]([O:3][CH2:1][CH3:2])=[O:14])[C:11](=[O:13])[CH3:12])=[O:18])(=[O:10])[CH3:9]. (4) Given the reactants [NH2:1][S:2]([C:5]1[CH:13]=[CH:12][C:8]([C:9]([OH:11])=[O:10])=[CH:7][CH:6]=1)(=[O:4])=[O:3].S(Cl)(Cl)=O.[CH3:18]O, predict the reaction product. The product is: [NH2:1][S:2]([C:5]1[CH:6]=[CH:7][C:8]([C:9]([O:11][CH3:18])=[O:10])=[CH:12][CH:13]=1)(=[O:3])=[O:4]. (5) Given the reactants [Cl:1][C:2]1[CH:3]=[C:4]([CH:7]=[C:8]([Cl:20])[C:9]=1[C:10]1[S:11][C:12]2[C:13]([Cl:19])=[N:14][CH:15]=[CH:16][C:17]=2[N:18]=1)[CH:5]=[O:6].C([BH3-])#N.[Na+], predict the reaction product. The product is: [Cl:1][C:2]1[CH:3]=[C:4]([CH2:5][OH:6])[CH:7]=[C:8]([Cl:20])[C:9]=1[C:10]1[S:11][C:12]2[C:13]([Cl:19])=[N:14][CH:15]=[CH:16][C:17]=2[N:18]=1. (6) Given the reactants [O:1]=[C:2]1[C@@H:6]([NH:7]C(OCC2C=CC=CC=2)=O)[CH2:5][CH2:4][N:3]1[C:18]1[CH:19]=[C:20]2[C:25](=[CH:26][CH:27]=1)[CH2:24][N:23]([C:28]([O:30][C:31]([CH3:34])([CH3:33])[CH3:32])=[O:29])[CH2:22][CH2:21]2, predict the reaction product. The product is: [NH2:7][C@H:6]1[CH2:5][CH2:4][N:3]([C:18]2[CH:19]=[C:20]3[C:25](=[CH:26][CH:27]=2)[CH2:24][N:23]([C:28]([O:30][C:31]([CH3:33])([CH3:32])[CH3:34])=[O:29])[CH2:22][CH2:21]3)[C:2]1=[O:1].